This data is from Reaction yield outcomes from USPTO patents with 853,638 reactions. The task is: Predict the reaction yield, written as a fraction of the theoretical maximum amount of product (1.0 means a 100% yield; for example, 0.34 means a 34% yield). The reactants are [CH3:1][O:2][C:3]1[CH:4]=[C:5]2[C:10](=[CH:11][C:12]=1[O:13][CH3:14])[N:9]=[CH:8][CH:7]=[C:6]2[O:15][C:16]1[C:22]([CH3:23])=[CH:21][C:19]([NH2:20])=[C:18]([CH3:24])[CH:17]=1.C1(C)C=CC=CC=1.C(N(CC)CC)C.ClC(Cl)(O[C:43](=[O:49])[O:44][C:45](Cl)(Cl)Cl)Cl.[Cl:51][C:52]1[CH:62]=[CH:61][CH:60]=[CH:59][C:53]=1[O:54][CH2:55][CH2:56]CO. The catalyst is C(Cl)Cl. The product is [CH3:1][O:2][C:3]1[CH:4]=[C:5]2[C:10](=[CH:11][C:12]=1[O:13][CH3:14])[N:9]=[CH:8][CH:7]=[C:6]2[O:15][C:16]1[C:22]([CH3:23])=[CH:21][C:19]([NH:20][C:43](=[O:49])[O:44][CH2:45][CH2:56][CH2:55][O:54][C:53]2[CH:59]=[CH:60][CH:61]=[CH:62][C:52]=2[Cl:51])=[C:18]([CH3:24])[CH:17]=1. The yield is 0.440.